Dataset: Peptide-MHC class II binding affinity with 134,281 pairs from IEDB. Task: Regression. Given a peptide amino acid sequence and an MHC pseudo amino acid sequence, predict their binding affinity value. This is MHC class II binding data. (1) The peptide sequence is GAGKTRRFLPQILAE. The MHC is HLA-DQA10501-DQB10302 with pseudo-sequence HLA-DQA10501-DQB10302. The binding affinity (normalized) is 0.181. (2) The peptide sequence is GPLLVLQAGFFLLTR. The MHC is HLA-DPA10201-DPB10101 with pseudo-sequence HLA-DPA10201-DPB10101. The binding affinity (normalized) is 0.740. (3) The peptide sequence is AAPSVFIFPPSDEQLK. The MHC is HLA-DQA10501-DQB10201 with pseudo-sequence HLA-DQA10501-DQB10201. The binding affinity (normalized) is 0.0112. (4) The peptide sequence is AYAQRVYQANRAAGS. The MHC is DRB1_1201 with pseudo-sequence DRB1_1201. The binding affinity (normalized) is 0.127.